The task is: Predict the reactants needed to synthesize the given product.. This data is from Full USPTO retrosynthesis dataset with 1.9M reactions from patents (1976-2016). (1) Given the product [ClH:1].[Cl:1][C:2]1[C:3]([CH2:23][NH:28][CH3:27])=[C:4]([CH3:22])[N:5]([S:13]([C:16]2[CH:21]=[CH:20][CH:19]=[CH:18][CH:17]=2)(=[O:15])=[O:14])[C:6]=1[C:7]1[CH:12]=[CH:11][CH:10]=[CH:9][CH:8]=1, predict the reactants needed to synthesize it. The reactants are: [Cl:1][C:2]1[C:3]([CH:23]=O)=[C:4]([CH3:22])[N:5]([S:13]([C:16]2[CH:21]=[CH:20][CH:19]=[CH:18][CH:17]=2)(=[O:15])=[O:14])[C:6]=1[C:7]1[CH:12]=[CH:11][CH:10]=[CH:9][CH:8]=1.CO.[CH3:27][NH2:28].[BH4-].[Na+]. (2) Given the product [F:10][C:9]([F:12])([F:11])[C:7]([NH:1][CH2:2][C:3]([O:5][CH2:18]/[CH:13]=[CH:14]/[CH3:15])=[O:4])=[O:6], predict the reactants needed to synthesize it. The reactants are: [NH2:1][CH2:2][C:3]([OH:5])=[O:4].[OH:6][C:7]([C:9]([F:12])([F:11])[F:10])=O.[CH2:13]1[CH2:18]CC(N=C=N[CH:13]2[CH2:18]CC[CH2:15][CH2:14]2)[CH2:15][CH2:14]1.C(O)/C=C/C. (3) Given the product [Cl:1][C:2]1[C:10]2[N:9]=[C:8]3[N:11]([C:15]4[C:20]([Cl:21])=[CH:19][C:18]([Cl:22])=[CH:17][C:16]=4[Cl:23])[CH2:12][CH2:13][CH2:14][N:7]3[C:6]=2[C:5]([CH:24]([NH:29][S:40]([CH2:39][C:38]([F:45])([F:44])[F:37])(=[O:42])=[O:41])[C:25]([F:26])([F:27])[F:28])=[CH:4][CH:3]=1, predict the reactants needed to synthesize it. The reactants are: [Cl:1][C:2]1[C:10]2[N:9]=[C:8]3[N:11]([C:15]4[C:20]([Cl:21])=[CH:19][C:18]([Cl:22])=[CH:17][C:16]=4[Cl:23])[CH2:12][CH2:13][CH2:14][N:7]3[C:6]=2[C:5]([CH:24]([NH2:29])[C:25]([F:28])([F:27])[F:26])=[CH:4][CH:3]=1.C(N(CC)CC)C.[F:37][C:38]([F:45])([F:44])[CH2:39][S:40](Cl)(=[O:42])=[O:41]. (4) Given the product [CH3:29][C:20]1[CH:21]=[C:22]([S:26][C:27]#[N:28])[C:23]([CH3:25])=[CH:24][C:19]=1[OH:18], predict the reactants needed to synthesize it. The reactants are: COC1C(SC#N)=CC(C)=C(O)C=1.COC(=O)C[O:18][C:19]1[CH:24]=[C:23]([CH3:25])[C:22]([S:26][C:27]#[N:28])=[CH:21][C:20]=1[CH3:29]. (5) Given the product [Br:1][C:2]1[CH:3]=[C:4]([C:11]2[O:12][C:13]3[C:14]([N:19]=2)=[N:15][CH:16]=[CH:17][CH:18]=3)[C:5]2[O:9][CH:8]=[CH:7][C:6]=2[CH:10]=1, predict the reactants needed to synthesize it. The reactants are: [Br:1][C:2]1[CH:3]=[C:4]([C:11]2[O:12][C:13]3[C:14]([N:19]=2)=[N:15][CH:16]=[CH:17][CH:18]=3)[C:5]2[O:9][CH2:8][CH2:7][C:6]=2[CH:10]=1.CC(N=NC(C#N)(C)C)(C#N)C.C1C(=O)N(Br)C(=O)C1. (6) Given the product [CH2:23]([CH:22]([CH2:25][CH3:26])[CH2:21][O:1][C:2]1[C:3]([O:12][CH3:13])=[CH:4][C:5]([CH:6]=[O:7])=[CH:8][C:9]=1[O:10][CH3:11])[CH3:24], predict the reactants needed to synthesize it. The reactants are: [OH:1][C:2]1[C:9]([O:10][CH3:11])=[CH:8][C:5]([CH:6]=[O:7])=[CH:4][C:3]=1[O:12][CH3:13].C([O-])([O-])=O.[Cs+].[Cs+].Br[CH2:21][CH:22]([CH2:25][CH3:26])[CH2:23][CH3:24].O.